Dataset: Peptide-MHC class I binding affinity with 185,985 pairs from IEDB/IMGT. Task: Regression. Given a peptide amino acid sequence and an MHC pseudo amino acid sequence, predict their binding affinity value. This is MHC class I binding data. (1) The MHC is HLA-A25:01 with pseudo-sequence HLA-A25:01. The peptide sequence is IVLSHILPL. The binding affinity (normalized) is 0.0847. (2) The peptide sequence is MAGPLVAGGL. The MHC is HLA-B08:01 with pseudo-sequence HLA-B08:01. The binding affinity (normalized) is 0.355. (3) The peptide sequence is WIPKRNRSI. The MHC is HLA-A02:06 with pseudo-sequence HLA-A02:06. The binding affinity (normalized) is 0.674. (4) The peptide sequence is LVCGDDLVVI. The MHC is Patr-B0101 with pseudo-sequence Patr-B0101. The binding affinity (normalized) is 0.312.